This data is from NCI-60 drug combinations with 297,098 pairs across 59 cell lines. The task is: Regression. Given two drug SMILES strings and cell line genomic features, predict the synergy score measuring deviation from expected non-interaction effect. (1) Drug 1: COC1=CC(=CC(=C1O)OC)C2C3C(COC3=O)C(C4=CC5=C(C=C24)OCO5)OC6C(C(C7C(O6)COC(O7)C8=CC=CS8)O)O. Drug 2: C1=CC(=CC=C1CCCC(=O)O)N(CCCl)CCCl. Cell line: SNB-75. Synergy scores: CSS=38.9, Synergy_ZIP=-9.27, Synergy_Bliss=1.79, Synergy_Loewe=-1.64, Synergy_HSA=4.71. (2) Synergy scores: CSS=26.9, Synergy_ZIP=-10.6, Synergy_Bliss=-5.15, Synergy_Loewe=-6.58, Synergy_HSA=-2.57. Drug 2: CC1=C(C(=O)C2=C(C1=O)N3CC4C(C3(C2COC(=O)N)OC)N4)N. Cell line: A498. Drug 1: CC1CCC2CC(C(=CC=CC=CC(CC(C(=O)C(C(C(=CC(C(=O)CC(OC(=O)C3CCCCN3C(=O)C(=O)C1(O2)O)C(C)CC4CCC(C(C4)OC)OCCO)C)C)O)OC)C)C)C)OC. (3) Drug 1: C1CC(=O)NC(=O)C1N2CC3=C(C2=O)C=CC=C3N. Drug 2: CC1=C(N=C(N=C1N)C(CC(=O)N)NCC(C(=O)N)N)C(=O)NC(C(C2=CN=CN2)OC3C(C(C(C(O3)CO)O)O)OC4C(C(C(C(O4)CO)O)OC(=O)N)O)C(=O)NC(C)C(C(C)C(=O)NC(C(C)O)C(=O)NCCC5=NC(=CS5)C6=NC(=CS6)C(=O)NCCC[S+](C)C)O. Cell line: HT29. Synergy scores: CSS=8.06, Synergy_ZIP=1.90, Synergy_Bliss=4.76, Synergy_Loewe=4.01, Synergy_HSA=4.01. (4) Drug 1: CN(C)N=NC1=C(NC=N1)C(=O)N. Drug 2: N.N.Cl[Pt+2]Cl. Cell line: TK-10. Synergy scores: CSS=-2.30, Synergy_ZIP=5.85, Synergy_Bliss=-1.90, Synergy_Loewe=-3.89, Synergy_HSA=-3.58. (5) Cell line: TK-10. Drug 1: CN1CCC(CC1)COC2=C(C=C3C(=C2)N=CN=C3NC4=C(C=C(C=C4)Br)F)OC. Synergy scores: CSS=15.0, Synergy_ZIP=0.883, Synergy_Bliss=5.75, Synergy_Loewe=-8.31, Synergy_HSA=3.36. Drug 2: CCN(CC)CCNC(=O)C1=C(NC(=C1C)C=C2C3=C(C=CC(=C3)F)NC2=O)C. (6) Drug 1: CN(CC1=CN=C2C(=N1)C(=NC(=N2)N)N)C3=CC=C(C=C3)C(=O)NC(CCC(=O)O)C(=O)O. Drug 2: CC1=C(C(CCC1)(C)C)C=CC(=CC=CC(=CC(=O)O)C)C. Cell line: M14. Synergy scores: CSS=23.6, Synergy_ZIP=-0.0996, Synergy_Bliss=-2.27, Synergy_Loewe=-16.5, Synergy_HSA=-1.51. (7) Drug 1: C1=CC=C(C(=C1)C(C2=CC=C(C=C2)Cl)C(Cl)Cl)Cl. Drug 2: CN(C(=O)NC(C=O)C(C(C(CO)O)O)O)N=O. Cell line: A498. Synergy scores: CSS=-2.38, Synergy_ZIP=0.225, Synergy_Bliss=-3.34, Synergy_Loewe=-0.984, Synergy_HSA=-4.10. (8) Cell line: HOP-92. Synergy scores: CSS=41.6, Synergy_ZIP=1.03, Synergy_Bliss=2.08, Synergy_Loewe=-46.5, Synergy_HSA=3.36. Drug 2: CCC1=C2CN3C(=CC4=C(C3=O)COC(=O)C4(CC)O)C2=NC5=C1C=C(C=C5)O. Drug 1: CC1=C(C=C(C=C1)NC2=NC=CC(=N2)N(C)C3=CC4=NN(C(=C4C=C3)C)C)S(=O)(=O)N.Cl.